This data is from Full USPTO retrosynthesis dataset with 1.9M reactions from patents (1976-2016). The task is: Predict the reactants needed to synthesize the given product. (1) Given the product [F:10][C:9]([F:11])([F:12])[C:7]1[CH:6]=[C:5]([C:13]2[N:17]=[CH:16][N:15](/[CH:18]=[CH:19]\[C:20]([N:34]([C:32](=[O:33])[CH2:31][C:26]3[CH:27]=[N:28][CH:29]=[CH:30][N:25]=3)[NH2:35])=[O:22])[N:14]=2)[CH:4]=[C:3]([C:2]([F:24])([F:1])[F:23])[CH:8]=1, predict the reactants needed to synthesize it. The reactants are: [F:1][C:2]([F:24])([F:23])[C:3]1[CH:4]=[C:5]([C:13]2[N:17]=[CH:16][N:15](/[CH:18]=[CH:19]\[C:20]([OH:22])=O)[N:14]=2)[CH:6]=[C:7]([C:9]([F:12])([F:11])[F:10])[CH:8]=1.[N:25]1[CH:30]=[CH:29][N:28]=[CH:27][C:26]=1[CH2:31][C:32]([NH:34][NH2:35])=[O:33].C(P1(=O)OP(CCC)(=O)OP(CCC)(=O)O1)CC.CCN(C(C)C)C(C)C. (2) The reactants are: [Br:1][C:2]1[CH:3]=[C:4]([NH:10][C:11](=[O:20])[O:12][CH2:13][C:14]2[CH:19]=[CH:18][CH:17]=[CH:16][CH:15]=2)[CH:5]=[C:6]([C:8]#[N:9])[CH:7]=1.C(C1C=NC=C(CCC(C)C)C=1)#N. Given the product [NH2:9][CH2:8][C:6]1[CH:5]=[C:4]([NH:10][C:11](=[O:20])[O:12][CH2:13][C:14]2[CH:19]=[CH:18][CH:17]=[CH:16][CH:15]=2)[CH:3]=[C:2]([Br:1])[CH:7]=1, predict the reactants needed to synthesize it. (3) Given the product [C:34]([NH:1][CH2:2][C:3]([N:5]([C:7]1[CH:12]=[CH:11][C:10]([NH:13]/[C:14](=[C:21]2\[C:22](=[O:33])[NH:23][C:24]3[C:29]\2=[CH:28][C:27]([N+:30]([O-:32])=[O:31])=[CH:26][CH:25]=3)/[C:15]2[CH:16]=[CH:17][CH:18]=[CH:19][CH:20]=2)=[CH:9][CH:8]=1)[CH3:6])=[O:4])(=[O:36])[CH3:35], predict the reactants needed to synthesize it. The reactants are: [NH2:1][CH2:2][C:3]([N:5]([C:7]1[CH:12]=[CH:11][C:10]([NH:13]/[C:14](=[C:21]2\[C:22](=[O:33])[NH:23][C:24]3[C:29]\2=[CH:28][C:27]([N+:30]([O-:32])=[O:31])=[CH:26][CH:25]=3)/[C:15]2[CH:20]=[CH:19][CH:18]=[CH:17][CH:16]=2)=[CH:9][CH:8]=1)[CH3:6])=[O:4].[C:34](OC(=O)C)(=[O:36])[CH3:35]. (4) Given the product [CH:5]([C:8]([C:10]1[CH:15]=[CH:14][CH:13]=[CH:12][CH:11]=1)([OH:9])[C:1]#[CH:2])([CH3:7])[CH3:6], predict the reactants needed to synthesize it. The reactants are: [C:1]([Mg]Br)#[CH:2].[CH:5]([C:8]([C:10]1[CH:15]=[CH:14][CH:13]=[CH:12][CH:11]=1)=[O:9])([CH3:7])[CH3:6]. (5) The reactants are: [C:1]([NH:4][C:5]1[S:6][C:7]([C:11]2[N:12]=[C:13]([C:16](Cl)=[O:17])[S:14][CH:15]=2)=[C:8]([CH3:10])[N:9]=1)(=[O:3])[CH3:2].[O:19]1[C:23]2([CH2:28][CH2:27][NH:26][CH2:25][CH2:24]2)[O:22][CH2:21][CH2:20]1.C(N(CC)CC)C. Given the product [O:19]1[C:23]2([CH2:28][CH2:27][N:26]([C:16]([C:13]3[S:14][CH:15]=[C:11]([C:7]4[S:6][C:5]([NH:4][C:1](=[O:3])[CH3:2])=[N:9][C:8]=4[CH3:10])[N:12]=3)=[O:17])[CH2:25][CH2:24]2)[O:22][CH2:21][CH2:20]1, predict the reactants needed to synthesize it. (6) Given the product [C:34]1([CH2:40][C:41]([N:43]=[C:44]=[S:45])=[O:42])[CH:39]=[CH:38][CH:37]=[CH:36][CH:35]=1.[Cl:11][C:12]1[CH:13]=[C:14]([NH:15][C:44]([NH:43][C:41](=[O:42])[CH2:40][C:34]2[CH:35]=[CH:36][CH:37]=[CH:38][CH:39]=2)=[S:45])[CH:16]=[CH:17][C:18]=1[O:19][C:20]1[C:29]2[C:24](=[CH:25][C:26]([O:32][CH3:33])=[C:27]([O:30][CH3:31])[CH:28]=2)[N:23]=[CH:22][CH:21]=1, predict the reactants needed to synthesize it. The reactants are: C1(CC(Cl)=O)C=CC=CC=1.[Cl:11][C:12]1[CH:13]=[C:14]([CH:16]=[CH:17][C:18]=1[O:19][C:20]1[C:29]2[C:24](=[CH:25][C:26]([O:32][CH3:33])=[C:27]([O:30][CH3:31])[CH:28]=2)[N:23]=[CH:22][CH:21]=1)[NH2:15].[C:34]1([CH2:40][C:41]([N:43]=[C:44]=[S:45])=[O:42])[CH:39]=[CH:38][CH:37]=[CH:36][CH:35]=1. (7) The reactants are: [Cl:1][C:2]1[CH:7]=[C:6]([O:8][CH3:9])[CH:5]=[CH:4][C:3]=1[C:10]1[C:23](=[O:24])[N:22]([CH3:25])[C:13]2[N:14]([CH3:21])[C:15]3[C:20]([C:12]=2[CH:11]=1)=[CH:19][CH:18]=[CH:17][CH:16]=3.[C:26](Cl)(=[O:28])[CH3:27]. Given the product [C:26]([C:18]1[CH:19]=[C:20]2[C:15](=[CH:16][CH:17]=1)[N:14]([CH3:21])[C:13]1[N:22]([CH3:25])[C:23](=[O:24])[C:10]([C:3]3[CH:4]=[CH:5][C:6]([O:8][CH3:9])=[CH:7][C:2]=3[Cl:1])=[CH:11][C:12]2=1)(=[O:28])[CH3:27], predict the reactants needed to synthesize it.